Dataset: Catalyst prediction with 721,799 reactions and 888 catalyst types from USPTO. Task: Predict which catalyst facilitates the given reaction. (1) Reactant: [Cl:1][C:2]1[N:10]=[C:9]2[C:5]([N:6]=[CH:7][N:8]2[CH:11]2[CH2:15][CH2:14][CH2:13][CH2:12]2)=[C:4](Cl)[N:3]=1.[CH3:17][O:18][CH2:19][CH2:20][NH2:21]. Product: [Cl:1][C:2]1[N:10]=[C:9]2[C:5]([N:6]=[CH:7][N:8]2[CH:11]2[CH2:15][CH2:14][CH2:13][CH2:12]2)=[C:4]([NH:21][CH2:20][CH2:19][O:18][CH3:17])[N:3]=1. The catalyst class is: 66. (2) Reactant: [CH:1]1[C:13]2[C:12](=[CH:14][C:15]([NH:17][CH2:18][CH2:19][CH2:20][CH2:21][CH2:22][C:23](O)=[O:24])=[O:16])[C:11]3[C:6](=[CH:7][CH:8]=[CH:9][CH:10]=3)[C:5]=2[CH:4]=[CH:3][CH:2]=1.Cl.C(N=C=NCCCN(C)C)C.O[C:39]1[C:47]2[N:46]=N[NH:44][C:43]=2[CH:42]=[CH:41][CH:40]=1.C(N(CC)CC)C.C1(N)C=CC=CC=1N. Product: [CH:10]1[C:11]2[C:12](=[CH:14][C:15]([NH:17][CH2:18][CH2:19][CH2:20][CH2:21][CH2:22][C:23]([NH:44][C:43]3[CH:42]=[CH:41][CH:40]=[CH:39][C:47]=3[NH2:46])=[O:24])=[O:16])[C:13]3[C:5](=[CH:4][CH:3]=[CH:2][CH:1]=3)[C:6]=2[CH:7]=[CH:8][CH:9]=1. The catalyst class is: 650. (3) Reactant: [Si]([O:18][CH2:19][C:20]([CH3:49])([CH3:48])[CH:21]([NH:33][C:34]([N:36]1[CH2:41][C:40](=[O:42])[NH:39][C:38]2[CH:43]=[C:44]([CH3:47])[CH:45]=[N:46][C:37]1=2)=[O:35])[C:22]1[CH:27]=[CH:26][C:25]([O:28][C:29]([F:32])([F:31])[F:30])=[CH:24][CH:23]=1)(C(C)(C)C)(C1C=CC=CC=1)C1C=CC=CC=1.C(O)(=O)C.[F-].C([N+](CCCC)(CCCC)CCCC)CCC.O1CCCC1. Product: [OH:18][CH2:19][C:20]([CH3:49])([CH3:48])[CH:21]([NH:33][C:34]([N:36]1[CH2:41][C:40](=[O:42])[NH:39][C:38]2[CH:43]=[C:44]([CH3:47])[CH:45]=[N:46][C:37]1=2)=[O:35])[C:22]1[CH:23]=[CH:24][C:25]([O:28][C:29]([F:32])([F:30])[F:31])=[CH:26][CH:27]=1. The catalyst class is: 334. (4) Reactant: [H-].[H-].[H-].[H-].[Li+].[Al+3].[C:7]1([C:17]2[CH:22]=[CH:21][CH:20]=[CH:19][CH:18]=2)[CH:12]=[CH:11][C:10]([CH2:13][C:14](O)=[O:15])=[CH:9][CH:8]=1.O.[OH-].[K+]. Product: [C:17]1([C:7]2[CH:12]=[CH:11][C:10]([CH2:13][CH2:14][OH:15])=[CH:9][CH:8]=2)[CH:22]=[CH:21][CH:20]=[CH:19][CH:18]=1. The catalyst class is: 28. (5) Reactant: [OH:1][C:2]1[CH:3]=[C:4]([CH:18]=[C:19]([O:21][C@@H:22]([CH3:26])[CH2:23][O:24][CH3:25])[CH:20]=1)[C:5]([NH:7][C:8]1[N:13]=[CH:12][C:11]([C:14]([O:16][CH3:17])=[O:15])=[CH:10][CH:9]=1)=[O:6].[CH3:27][C@@H:28](O)[CH2:29][C:30]1[O:31][CH:32]=[CH:33][CH:34]=1.C1(P(C2C=CC=CC=2)C2C=CC=CC=2)C=CC=CC=1.N(C(OC(C)C)=O)=NC(OC(C)C)=O. Product: [CH3:27][C@H:28]([O:1][C:2]1[CH:3]=[C:4]([CH:18]=[C:19]([O:21][C@@H:22]([CH3:26])[CH2:23][O:24][CH3:25])[CH:20]=1)[C:5]([NH:7][C:8]1[N:13]=[CH:12][C:11]([C:14]([O:16][CH3:17])=[O:15])=[CH:10][CH:9]=1)=[O:6])[CH2:29][C:30]1[O:31][CH:32]=[CH:33][CH:34]=1. The catalyst class is: 1. (6) Reactant: [OH:1][C:2]1[CH:11]=[CH:10][C:9]([NH:12][S:13]([CH3:16])(=[O:15])=[O:14])=[CH:8][C:3]=1[C:4]([O:6][CH3:7])=[O:5].Br[CH2:18][CH:19]1[CH2:21][CH2:20]1.C([O-])([O-])=O.[K+].[K+].Cl. Product: [CH:19]1([CH2:18][N:12]([C:9]2[CH:10]=[CH:11][C:2]([OH:1])=[C:3]([CH:8]=2)[C:4]([O:6][CH3:7])=[O:5])[S:13]([CH3:16])(=[O:15])=[O:14])[CH2:21][CH2:20]1. The catalyst class is: 23. (7) Reactant: [N+:1]([C:4]1[CH:5]=[CH:6][C:7]([O:10][CH2:11][CH2:12][N:13]2[C:17]([NH:18][C:19]([C:32]3[CH:37]=[CH:36][CH:35]=[CH:34][CH:33]=3)([C:26]3[CH:31]=[CH:30][CH:29]=[CH:28][CH:27]=3)[C:20]3[CH:25]=[CH:24][CH:23]=[CH:22][CH:21]=3)=[CH:16][CH:15]=[N:14]2)=[N:8][CH:9]=1)([O-])=O.[H][H].C(Cl)(Cl)Cl. Product: [C:19]([NH:18][C:17]1[N:13]([CH2:12][CH2:11][O:10][C:7]2[N:8]=[CH:9][C:4]([NH2:1])=[CH:5][CH:6]=2)[N:14]=[CH:15][CH:16]=1)([C:32]1[CH:37]=[CH:36][CH:35]=[CH:34][CH:33]=1)([C:20]1[CH:21]=[CH:22][CH:23]=[CH:24][CH:25]=1)[C:26]1[CH:27]=[CH:28][CH:29]=[CH:30][CH:31]=1. The catalyst class is: 541. (8) Reactant: Br.[NH2:2][C:3]1[C:8]([CH:9]=O)=[CH:7][C:6]([Br:11])=[CH:5][N:4]=1.C(N(CC)CC)C.[NH2:19][CH2:20][CH2:21][CH2:22][N:23]1[CH2:28][CH2:27][O:26][CH2:25][CH2:24]1.[BH4-].[Na+]. Product: [Br:11][C:6]1[CH:7]=[C:8]([CH2:9][NH:19][CH2:20][CH2:21][CH2:22][N:23]2[CH2:28][CH2:27][O:26][CH2:25][CH2:24]2)[C:3]([NH2:2])=[N:4][CH:5]=1. The catalyst class is: 5. (9) Reactant: Cl.[Br:2][C:3]1[CH:8]=[C:7](N)[CH:6]=[C:5]([Br:10])[C:4]=1[OH:11].N([O-])=O.[Na+].[I-:16].[K+]. Product: [Br:2][C:3]1[CH:8]=[C:7]([I:16])[CH:6]=[C:5]([Br:10])[C:4]=1[OH:11]. The catalyst class is: 126.